Dataset: Catalyst prediction with 721,799 reactions and 888 catalyst types from USPTO. Task: Predict which catalyst facilitates the given reaction. (1) Reactant: [C:1]([O:5][C:6]([N:8]([CH2:34][C@H:35]([OH:42])[C:36]1[CH:37]=[N:38][CH:39]=[CH:40][CH:41]=1)[CH2:9][CH2:10][C:11]1[CH:16]=[CH:15][C:14]([C:17]2[CH:22]=[CH:21][C:20]([C:23]([O:25][CH3:26])=[O:24])=[C:19]([O:27][CH:28]3[CH2:33][CH2:32][CH2:31][CH2:30][CH2:29]3)[CH:18]=2)=[CH:13][CH:12]=1)=[O:7])([CH3:4])([CH3:3])[CH3:2].N1C=CN=C1.[C:48]([Si:52]([CH3:55])([CH3:54])Cl)([CH3:51])([CH3:50])[CH3:49].Cl. Product: [C:1]([O:5][C:6]([N:8]([CH2:34][C@H:35]([O:42][Si:52]([C:48]([CH3:51])([CH3:50])[CH3:49])([CH3:55])[CH3:54])[C:36]1[CH:37]=[N:38][CH:39]=[CH:40][CH:41]=1)[CH2:9][CH2:10][C:11]1[CH:12]=[CH:13][C:14]([C:17]2[CH:22]=[CH:21][C:20]([C:23]([O:25][CH3:26])=[O:24])=[C:19]([O:27][CH:28]3[CH2:33][CH2:32][CH2:31][CH2:30][CH2:29]3)[CH:18]=2)=[CH:15][CH:16]=1)=[O:7])([CH3:4])([CH3:2])[CH3:3]. The catalyst class is: 9. (2) Reactant: C([O-])(=O)C.[NH4+:5].[CH3:6][O:7][C:8]1[CH:9]=[C:10]([C:16](=O)[CH2:17][N:18]2[C:22]([C:23]([O:25]CC)=O)=[CH:21][CH:20]=[N:19]2)[CH:11]=[CH:12][C:13]=1[O:14][CH3:15]. Product: [CH3:6][O:7][C:8]1[CH:9]=[C:10]([C:16]2[NH:5][C:23](=[O:25])[C:22]3[N:18]([N:19]=[CH:20][CH:21]=3)[CH:17]=2)[CH:11]=[CH:12][C:13]=1[O:14][CH3:15]. The catalyst class is: 15. (3) Reactant: [CH3:1][C:2]1[N:6]=[C:5]([CH3:7])[S:4][C:3]=1/[CH:8]=[CH:9]/[C:10](N(C)C)=O.[NH:15]([C:19]1[CH:20]=[C:21]([S:25]([NH:28][CH2:29][CH2:30][OH:31])(=[O:27])=[O:26])[CH:22]=[CH:23][CH:24]=1)[C:16]([NH2:18])=[NH:17].CC#N. Product: [CH3:7][C:5]1[S:4][C:3]([C:8]2[CH:9]=[CH:10][N:18]=[C:16]([NH:15][C:19]3[CH:20]=[C:21]([S:25]([NH:28][CH2:29][CH2:30][OH:31])(=[O:27])=[O:26])[CH:22]=[CH:23][CH:24]=3)[N:17]=2)=[C:2]([CH3:1])[N:6]=1. The catalyst class is: 48. (4) Reactant: [F:1][C:2]1[CH:10]=[CH:9][CH:8]=[C:7]([F:11])[C:3]=1[C:4](Cl)=[O:5].[Cl:12][C:13]1[CH:26]=[CH:25][C:24]([C:27]([F:30])([F:29])[F:28])=[CH:23][C:14]=1[O:15][C:16]1[CH:17]=[CH:18][C:19]([NH2:22])=[N:20][CH:21]=1.CCN(C(C)C)C(C)C. Product: [Cl:12][C:13]1[CH:26]=[CH:25][C:24]([C:27]([F:28])([F:30])[F:29])=[CH:23][C:14]=1[O:15][C:16]1[CH:17]=[CH:18][C:19]([NH:22][C:4](=[O:5])[C:3]2[C:2]([F:1])=[CH:10][CH:9]=[CH:8][C:7]=2[F:11])=[N:20][CH:21]=1. The catalyst class is: 166. (5) Reactant: Br[C:2]1[CH:3]=[CH:4][C:5]2[N:9]=[N:8][N:7]([C@@H:10]([C:12]3[CH:17]=[CH:16][C:15]([Cl:18])=[CH:14][C:13]=3[C:19]([F:22])([F:21])[F:20])[CH3:11])[C:6]=2[CH:23]=1.C(O[C:29]([N:31]1[CH2:36][CH:35]=[C:34](B(O)O)[CH2:33][CH2:32]1)=[O:30])(C)(C)C.C(=O)([O-])[O-].[K+].[K+]. Product: [Cl:18][C:15]1[CH:16]=[CH:17][C:12]([C@H:10]([N:7]2[C:6]3[CH:23]=[C:2]([C:34]4[CH2:33][CH2:32][N:31]([C:29]([C@H:32]5[CH2:33][CH2:34][CH2:35][CH2:36][NH:31]5)=[O:30])[CH2:36][CH:35]=4)[CH:3]=[CH:4][C:5]=3[N:9]=[N:8]2)[CH3:11])=[C:13]([C:19]([F:22])([F:21])[F:20])[CH:14]=1. The catalyst class is: 73. (6) Reactant: Cl.[NH2:2][CH2:3][CH2:4][NH:5][C:6]([C:8]1[C:9]([C:19]([F:22])([F:21])[F:20])=[N:10][N:11]([C:13]2[CH:18]=[CH:17][CH:16]=[CH:15][CH:14]=2)[CH:12]=1)=[O:7].[OH:23][CH2:24][CH2:25][O:26][C:27]1[CH:35]=[CH:34][C:30]([C:31](O)=[O:32])=[CH:29][CH:28]=1.CN(C(ON1N=NC2C=CC=NC1=2)=[N+](C)C)C.F[P-](F)(F)(F)(F)F.CCN(C(C)C)C(C)C. Product: [OH:23][CH2:24][CH2:25][O:26][C:27]1[CH:35]=[CH:34][C:30]([C:31]([NH:2][CH2:3][CH2:4][NH:5][C:6]([C:8]2[C:9]([C:19]([F:21])([F:22])[F:20])=[N:10][N:11]([C:13]3[CH:18]=[CH:17][CH:16]=[CH:15][CH:14]=3)[CH:12]=2)=[O:7])=[O:32])=[CH:29][CH:28]=1. The catalyst class is: 1. (7) Reactant: Br[C:2]1[CH:3]=[C:4]([CH:6]=[C:7]([C:9]([F:12])([F:11])[F:10])[CH:8]=1)[NH2:5].[CH3:13][C:14]1[N:15]=[CH:16][NH:17][CH:18]=1.C(=O)([O-])[O-].[K+].[K+].OC1C=CC=C2C=1N=CC=C2. Product: [CH3:13][CH:14]1[CH2:18][N:17]([C:2]2[CH:3]=[C:4]([CH:6]=[C:7]([C:9]([F:12])([F:11])[F:10])[CH:8]=2)[NH2:5])[CH:16]=[N:15]1. The catalyst class is: 156.